This data is from Full USPTO retrosynthesis dataset with 1.9M reactions from patents (1976-2016). The task is: Predict the reactants needed to synthesize the given product. (1) Given the product [ClH:33].[ClH:1].[OH:36][NH:35][C:27](=[O:28])/[CH:26]=[CH:25]/[C:23]1[CH:22]=[CH:21][CH:20]=[C:19](/[CH:18]=[CH:17]/[C:16]([C:13]2[CH:14]=[CH:15][C:10]([N:7]3[CH2:6][CH2:5][N:4]([CH3:3])[CH2:9][CH2:8]3)=[CH:11][CH:12]=2)=[O:30])[N:24]=1, predict the reactants needed to synthesize it. The reactants are: [ClH:1].Cl.[CH3:3][N:4]1[CH2:9][CH2:8][N:7]([C:10]2[CH:15]=[CH:14][C:13]([C:16](=[O:30])/[CH:17]=[CH:18]/[C:19]3[N:24]=[C:23](/[CH:25]=[CH:26]/[C:27](O)=[O:28])[CH:22]=[CH:21][CH:20]=3)=[CH:12][CH:11]=2)[CH2:6][CH2:5]1.C(Cl)C[Cl:33].[NH2:35][O:36]C1CCCCO1. (2) Given the product [Cl:22][C:23]1[CH:28]=[C:27]([F:29])[CH:26]=[CH:25][C:24]=1[C:2]1[C:11]2[C:6](=[CH:7][C:8]([C:12]3[CH:13]=[C:14]([CH:18]=[CH:19][C:20]=3[CH3:21])[C:15]([NH2:17])=[O:16])=[CH:9][CH:10]=2)[CH:5]=[N:4][CH:3]=1, predict the reactants needed to synthesize it. The reactants are: Br[C:2]1[C:11]2[C:6](=[CH:7][C:8]([C:12]3[CH:13]=[C:14]([CH:18]=[CH:19][C:20]=3[CH3:21])[C:15]([NH2:17])=[O:16])=[CH:9][CH:10]=2)[CH:5]=[N:4][CH:3]=1.[Cl:22][C:23]1[CH:28]=[C:27]([F:29])[CH:26]=[CH:25][C:24]=1B(O)O.C(=O)([O-])[O-].[K+].[K+].COCCOC.CCO. (3) Given the product [ClH:66].[CH:54]1([C:52]([N:49]2[CH2:50][CH2:51][N:46]([CH2:45][C:44]3[C:43]([CH3:64])=[C:42]([NH:41][C:7]([CH:3]4[CH2:4][CH2:5][CH2:6][CH:2]4[F:1])=[O:9])[CH:62]=[C:61]([F:63])[CH:60]=3)[CH2:47][C@@H:48]2[CH3:59])=[O:53])[CH2:58][CH2:57][CH2:56][CH2:55]1, predict the reactants needed to synthesize it. The reactants are: [F:1][CH:2]1[CH2:6][CH2:5][CH2:4][CH:3]1[C:7]([OH:9])=O.CN(C(ON1N=NC2C=CC=NC1=2)=[N+](C)C)C.F[P-](F)(F)(F)(F)F.CCN(CC)CC.[NH2:41][C:42]1[C:43]([CH3:64])=[C:44]([CH:60]=[C:61]([F:63])[CH:62]=1)[CH2:45][N:46]1[CH2:51][CH2:50][N:49]([C:52]([CH:54]2[CH2:58][CH2:57][CH2:56][CH2:55]2)=[O:53])[C@@H:48]([CH3:59])[CH2:47]1.C(Cl)[Cl:66]. (4) Given the product [CH:7]1([S:13]([O-:15])=[O:14])[CH2:12][CH2:11][CH2:10][CH2:9][CH2:8]1.[Na+:5], predict the reactants needed to synthesize it. The reactants are: S([O-])([O-])=O.[Na+:5].[Na+].[CH:7]1([S:13](Cl)(=[O:15])=[O:14])[CH2:12][CH2:11][CH2:10][CH2:9][CH2:8]1.C(=O)([O-])[O-].[Na+].[Na+]. (5) Given the product [Br:1][C:2]1[N:3]=[C:4]2[C:10]([C:11]([NH:37][CH:32]([CH3:33])[CH3:31])=[O:13])=[CH:9][N:8]([CH2:14][O:15][CH2:16][CH2:17][Si:18]([CH3:21])([CH3:20])[CH3:19])[C:5]2=[N:6][CH:7]=1, predict the reactants needed to synthesize it. The reactants are: [Br:1][C:2]1[N:3]=[C:4]2[C:10]([C:11]([OH:13])=O)=[CH:9][N:8]([CH2:14][O:15][CH2:16][CH2:17][Si:18]([CH3:21])([CH3:20])[CH3:19])[C:5]2=[N:6][CH:7]=1.CN(C(ON1N=[N:37][C:32]2[CH:33]=CC=N[C:31]1=2)=[N+](C)C)C.F[P-](F)(F)(F)(F)F.CN(C=O)C.CC(N)C. (6) Given the product [CH3:9][O:10][C:11]1[N:16]=[CH:15][C:14]([C:5]2[N:6]=[CH:7][C:2]([NH2:1])=[N:3][CH:4]=2)=[CH:13][CH:12]=1, predict the reactants needed to synthesize it. The reactants are: [NH2:1][C:2]1[CH:7]=[N:6][C:5](Br)=[CH:4][N:3]=1.[CH3:9][O:10][C:11]1[N:16]=[CH:15][C:14](B(O)O)=[CH:13][CH:12]=1.C(=O)([O-])[O-].[K+].[K+]. (7) Given the product [CH2:20]([N:19]([CH3:18])[C:15]([CH:13]1[CH2:12][CH2:11][C:10]2[C:3]3[C:2]([Cl:1])=[N:7][CH:6]=[N:5][C:4]=3[S:8][C:9]=2[CH2:14]1)=[O:17])[CH2:21][CH2:22][CH3:23], predict the reactants needed to synthesize it. The reactants are: [Cl:1][C:2]1[C:3]2[C:10]3[CH2:11][CH2:12][CH:13]([C:15]([OH:17])=O)[CH2:14][C:9]=3[S:8][C:4]=2[N:5]=[CH:6][N:7]=1.[CH3:18][NH:19][CH2:20][CH2:21][CH2:22][CH3:23]. (8) The reactants are: [C:1]([N:8]1[CH2:13][CH2:12][CH:11]([OH:14])[CH2:10][CH2:9]1)([O:3][C:4]([CH3:7])([CH3:6])[CH3:5])=[O:2].[H-].[Na+].[F:17][C:18]([F:29])([F:28])[O:19][C:20]1[CH:27]=[CH:26][C:23](CBr)=[CH:22][CH:21]=1. Given the product [C:4]([O:3][C:1]([N:8]1[CH2:13][CH2:12][CH:11]([O:14][C:23]2[CH:22]=[CH:21][C:20]([O:19][C:18]([F:17])([F:28])[F:29])=[CH:27][CH:26]=2)[CH2:10][CH2:9]1)=[O:2])([CH3:7])([CH3:6])[CH3:5], predict the reactants needed to synthesize it. (9) Given the product [Cl:19][C:20]([Cl:25])([Cl:24])[C:21]([NH:1][C:2]1[CH:11]=[CH:10][CH:9]=[C:8]2[C:3]=1[CH:4]=[CH:5][CH:6]=[N:7]2)=[O:22], predict the reactants needed to synthesize it. The reactants are: [NH2:1][C:2]1[CH:11]=[CH:10][CH:9]=[C:8]2[C:3]=1[CH:4]=[CH:5][CH:6]=[N:7]2.C(N(CC)CC)C.[Cl:19][C:20]([Cl:25])([Cl:24])[C:21](Cl)=[O:22]. (10) The reactants are: [Si:1]([O:8][CH2:9][C:10](=O)[CH2:11][C:12]1[C:13]([CH3:22])=[C:14]2[C:18](=[CH:19][CH:20]=1)[C:17](=[O:21])[O:16][CH2:15]2)([C:4]([CH3:7])([CH3:6])[CH3:5])([CH3:3])[CH3:2].[CH3:24][C:25]1[C:29](=[O:30])[O:28][CH2:27][C:26]=1[N:31]1[CH2:35][CH2:34][C:33]2([CH2:40][CH2:39][NH:38][CH2:37][CH2:36]2)[C:32]1=[O:41].C([BH3-])#N.[Na+]. Given the product [Si:1]([O:8][CH2:9][CH:10]([N:38]1[CH2:39][CH2:40][C:33]2([C:32](=[O:41])[N:31]([C:26]3[CH2:27][O:28][C:29](=[O:30])[C:25]=3[CH3:24])[CH2:35][CH2:34]2)[CH2:36][CH2:37]1)[CH2:11][C:12]1[C:13]([CH3:22])=[C:14]2[C:18](=[CH:19][CH:20]=1)[C:17](=[O:21])[O:16][CH2:15]2)([C:4]([CH3:7])([CH3:6])[CH3:5])([CH3:3])[CH3:2], predict the reactants needed to synthesize it.